Dataset: Forward reaction prediction with 1.9M reactions from USPTO patents (1976-2016). Task: Predict the product of the given reaction. (1) Given the reactants Br[C:2]1[CH:7]=[CH:6][C:5]([F:8])=[C:4]([N+:9]([O-:11])=[O:10])[CH:3]=1.C([O-])(=O)C.[K+].[B:17]1([B:17]2[O:22][CH2:21][C:20]([CH3:24])([CH3:23])[CH2:19][O:18]2)[O:22][CH2:21][C:20]([CH3:24])([CH3:23])[CH2:19][O:18]1.C(Cl)Cl, predict the reaction product. The product is: [F:8][C:5]1[CH:6]=[CH:7][C:2]([B:17]2[O:22][CH2:21][C:20]([CH3:24])([CH3:23])[CH2:19][O:18]2)=[CH:3][C:4]=1[N+:9]([O-:11])=[O:10]. (2) Given the reactants [NH2:1][C:2]1[S:3][CH:4]=[C:5]([C:12]2[CH:17]=[CH:16][C:15]([Cl:18])=[CH:14][CH:13]=2)[C:6]=1[C:7]([O:9][CH2:10][CH3:11])=[O:8].[F:19][C:20]1[CH:28]=[CH:27][C:23]([C:24](Cl)=[O:25])=[CH:22][CH:21]=1, predict the reaction product. The product is: [F:19][C:20]1[CH:28]=[CH:27][C:23]([C:24]([NH:1][C:2]2[S:3][CH:4]=[C:5]([C:12]3[CH:13]=[CH:14][C:15]([Cl:18])=[CH:16][CH:17]=3)[C:6]=2[C:7]([O:9][CH2:10][CH3:11])=[O:8])=[O:25])=[CH:22][CH:21]=1. (3) Given the reactants [NH2:1][C:2]1[CH:7]=[CH:6][C:5]([C:8]2[C:16]3[C:11](=[CH:12][N:13]=[CH:14][CH:15]=3)[NH:10][C:9]=2[C:17]([NH2:19])=[O:18])=[CH:4][CH:3]=1.[C:20]1([CH3:29])[CH:25]=[CH:24][C:23]([N:26]=[C:27]=[O:28])=[CH:22][CH:21]=1, predict the reaction product. The product is: [C:20]1([CH3:29])[CH:25]=[CH:24][C:23]([NH:26][C:27](=[O:28])[NH:1][C:2]2[CH:3]=[CH:4][C:5]([C:8]3[C:16]4[C:11](=[CH:12][N:13]=[CH:14][CH:15]=4)[NH:10][C:9]=3[C:17]([NH2:19])=[O:18])=[CH:6][CH:7]=2)=[CH:22][CH:21]=1.